Dataset: NCI-60 drug combinations with 297,098 pairs across 59 cell lines. Task: Regression. Given two drug SMILES strings and cell line genomic features, predict the synergy score measuring deviation from expected non-interaction effect. (1) Drug 1: C1=CC(=CC=C1CCCC(=O)O)N(CCCl)CCCl. Drug 2: C1=NC(=NC(=O)N1C2C(C(C(O2)CO)O)O)N. Cell line: A498. Synergy scores: CSS=22.5, Synergy_ZIP=-7.09, Synergy_Bliss=-0.595, Synergy_Loewe=0.248, Synergy_HSA=0.604. (2) Drug 1: C1=C(C(=O)NC(=O)N1)F. Drug 2: C1C(C(OC1N2C=NC(=NC2=O)N)CO)O. Cell line: SF-295. Synergy scores: CSS=34.9, Synergy_ZIP=-7.09, Synergy_Bliss=-4.67, Synergy_Loewe=-1.36, Synergy_HSA=-1.09. (3) Drug 1: C1=CC(=CC=C1CC(C(=O)O)N)N(CCCl)CCCl.Cl. Drug 2: C1=NC2=C(N=C(N=C2N1C3C(C(C(O3)CO)O)O)F)N. Cell line: CCRF-CEM. Synergy scores: CSS=47.0, Synergy_ZIP=-2.02, Synergy_Bliss=-3.40, Synergy_Loewe=-12.5, Synergy_HSA=-3.22. (4) Drug 1: C1=NC2=C(N=C(N=C2N1C3C(C(C(O3)CO)O)F)Cl)N. Drug 2: CCN(CC)CCCC(C)NC1=C2C=C(C=CC2=NC3=C1C=CC(=C3)Cl)OC. Cell line: UACC-257. Synergy scores: CSS=7.76, Synergy_ZIP=-0.777, Synergy_Bliss=0.789, Synergy_Loewe=2.76, Synergy_HSA=1.96. (5) Cell line: MDA-MB-231. Drug 2: CCC1(C2=C(COC1=O)C(=O)N3CC4=CC5=C(C=CC(=C5CN(C)C)O)N=C4C3=C2)O.Cl. Synergy scores: CSS=28.0, Synergy_ZIP=-4.60, Synergy_Bliss=3.12, Synergy_Loewe=1.88, Synergy_HSA=3.48. Drug 1: CC1=C2C(C(=O)C3(C(CC4C(C3C(C(C2(C)C)(CC1OC(=O)C(C(C5=CC=CC=C5)NC(=O)OC(C)(C)C)O)O)OC(=O)C6=CC=CC=C6)(CO4)OC(=O)C)O)C)O. (6) Drug 1: COC1=CC(=CC(=C1O)OC)C2C3C(COC3=O)C(C4=CC5=C(C=C24)OCO5)OC6C(C(C7C(O6)COC(O7)C8=CC=CS8)O)O. Drug 2: C(CC(=O)O)C(=O)CN.Cl. Cell line: MCF7. Synergy scores: CSS=26.9, Synergy_ZIP=-4.48, Synergy_Bliss=-1.86, Synergy_Loewe=-24.1, Synergy_HSA=-1.64. (7) Drug 1: CC1=C(C=C(C=C1)C(=O)NC2=CC(=CC(=C2)C(F)(F)F)N3C=C(N=C3)C)NC4=NC=CC(=N4)C5=CN=CC=C5. Drug 2: COC1=C2C(=CC3=C1OC=C3)C=CC(=O)O2. Cell line: NCI-H226. Synergy scores: CSS=-6.89, Synergy_ZIP=3.64, Synergy_Bliss=-0.0255, Synergy_Loewe=-5.93, Synergy_HSA=-6.41. (8) Drug 1: CC12CCC3C(C1CCC2=O)CC(=C)C4=CC(=O)C=CC34C. Drug 2: CCCCC(=O)OCC(=O)C1(CC(C2=C(C1)C(=C3C(=C2O)C(=O)C4=C(C3=O)C=CC=C4OC)O)OC5CC(C(C(O5)C)O)NC(=O)C(F)(F)F)O. Cell line: HCT-15. Synergy scores: CSS=29.8, Synergy_ZIP=0.389, Synergy_Bliss=0.341, Synergy_Loewe=0.888, Synergy_HSA=0.176. (9) Drug 1: CS(=O)(=O)C1=CC(=C(C=C1)C(=O)NC2=CC(=C(C=C2)Cl)C3=CC=CC=N3)Cl. Drug 2: C(CN)CNCCSP(=O)(O)O. Cell line: SNB-19. Synergy scores: CSS=0.666, Synergy_ZIP=0.755, Synergy_Bliss=1.80, Synergy_Loewe=-1.80, Synergy_HSA=-0.114. (10) Drug 1: C1=CC=C(C(=C1)C(C2=CC=C(C=C2)Cl)C(Cl)Cl)Cl. Drug 2: C(CC(=O)O)C(=O)CN.Cl. Cell line: NCI-H460. Synergy scores: CSS=8.90, Synergy_ZIP=-2.83, Synergy_Bliss=-0.737, Synergy_Loewe=-2.46, Synergy_HSA=-2.45.